This data is from Reaction yield outcomes from USPTO patents with 853,638 reactions. The task is: Predict the reaction yield, written as a fraction of the theoretical maximum amount of product (1.0 means a 100% yield; for example, 0.34 means a 34% yield). The reactants are [N:1]1([CH2:7][CH2:8][CH2:9][CH2:10][C:11](=O)[C:12](=[N:15][NH:16][C:17]2[CH:22]=[CH:21][CH:20]=[CH:19][CH:18]=2)[C:13]#[N:14])[CH2:6][CH2:5]O[CH2:3][CH2:2]1.[OH2:24].[NH2:25][NH2:26].O. The catalyst is CCOCC.C1COCC1. The product is [N:1]1([CH2:7][CH2:8][CH2:9][CH2:10][C:11]2[C:12](=[N:15][NH:16][C:17]3[CH:18]=[CH:19][CH:20]=[CH:21][CH:22]=3)[C:13]([NH2:14])=[N:25][N:26]=2)[CH2:6][CH2:5][O:24][CH2:3][CH2:2]1. The yield is 0.510.